Dataset: Reaction yield outcomes from USPTO patents with 853,638 reactions. Task: Predict the reaction yield, written as a fraction of the theoretical maximum amount of product (1.0 means a 100% yield; for example, 0.34 means a 34% yield). (1) The reactants are Cl.[CH3:2][Si:3]1([CH3:9])[CH2:8][CH2:7][NH:6][CH2:5][CH2:4]1.C(N(CC)CC)C.[F:17][C:18]1[CH:19]=[C:20]([N+:25]([O-:27])=[O:26])[CH:21]=[CH:22][C:23]=1F.O. The catalyst is CCOC(C)=O. The product is [F:17][C:18]1[CH:19]=[C:20]([N+:25]([O-:27])=[O:26])[CH:21]=[CH:22][C:23]=1[N:6]1[CH2:7][CH2:8][Si:3]([CH3:9])([CH3:2])[CH2:4][CH2:5]1. The yield is 0.700. (2) The reactants are [Cl:1][C:2]1[CH:3]=[C:4]([C:8]2[O:12][N:11]=[C:10]([CH2:13][CH:14]3[CH2:19][CH2:18][CH2:17][NH:16][C:15]3=O)[N:9]=2)[CH:5]=[CH:6][CH:7]=1.[C:21]([NH:29][NH2:30])(=O)[C:22]1[CH:27]=[CH:26][N:25]=[CH:24][CH:23]=1. The catalyst is C(Cl)Cl. The product is [Cl:1][C:2]1[CH:3]=[C:4]([C:8]2[O:12][N:11]=[C:10]([CH2:13][CH:14]3[CH2:19][CH2:18][CH2:17][N:16]4[C:21]([C:22]5[CH:27]=[CH:26][N:25]=[CH:24][CH:23]=5)=[N:29][N:30]=[C:15]34)[N:9]=2)[CH:5]=[CH:6][CH:7]=1. The yield is 0.200. (3) The reactants are [CH3:1][C:2]1([CH3:17])[C:6]([CH3:8])([CH3:7])[O:5][B:4]([C:9]2[CH:10]=[CH:11][C:12]([CH2:15][NH2:16])=[N:13][CH:14]=2)[O:3]1.[CH2:18]([N:20]=[C:21]=[O:22])[CH3:19].C([O-])(O)=O.[Na+]. The catalyst is N1C=CC=CC=1. The product is [CH2:18]([NH:20][C:21]([NH:16][CH2:15][C:12]1[CH:11]=[CH:10][C:9]([B:4]2[O:3][C:2]([CH3:17])([CH3:1])[C:6]([CH3:7])([CH3:8])[O:5]2)=[CH:14][N:13]=1)=[O:22])[CH3:19]. The yield is 0.220. (4) The reactants are COC(OC)CC[O:6][C:7]1[N:8]=[C:9]([N:19]2[CH2:24][CH2:23][N:22]3[C:25]([C:28]([F:31])([F:30])[F:29])=[N:26][N:27]=[C:21]3[CH2:20]2)[C:10]2[CH:15]=[C:14]([CH2:16][CH2:17][CH3:18])[S:13][C:11]=2[N:12]=1.O.C1(C)C=CC(S(O)(=O)=O)=CC=1. The catalyst is ClCCl.C(OCC)(=O)C. The product is [CH2:16]([C:14]1[S:13][C:11]2[N:12]=[C:7]([OH:6])[N:8]=[C:9]([N:19]3[CH2:24][CH2:23][N:22]4[C:25]([C:28]([F:30])([F:31])[F:29])=[N:26][N:27]=[C:21]4[CH2:20]3)[C:10]=2[CH:15]=1)[CH2:17][CH3:18]. The yield is 0.0600. (5) The reactants are FC1C=CC(C2C=NC(N3CCN(S(C[C@H](C(C)C)[C:25]([OH:27])=[O:26])(=O)=O)CC3)=NC=2)=CC=1.C([C@@H]1COC(=O)N1C(=O)[C@H:45]([CH2:49][S:50]([N:53]1[CH2:58][CH2:57][N:56]([C:59]2[CH:64]=[CH:63][C:62]([C:65]3[CH:70]=[CH:69][C:68]([Cl:71])=[CH:67][CH:66]=3)=[CH:61][N:60]=2)[CH2:55][CH2:54]1)(=[O:52])=[O:51])[CH:46]([CH3:48])[CH3:47])C1C=CC=CC=1. No catalyst specified. The product is [Cl:71][C:68]1[CH:69]=[CH:70][C:65]([C:62]2[CH:63]=[CH:64][C:59]([N:56]3[CH2:55][CH2:54][N:53]([S:50]([CH2:49][C@H:45]([CH:46]([CH3:47])[CH3:48])[C:25]([OH:27])=[O:26])(=[O:51])=[O:52])[CH2:58][CH2:57]3)=[N:60][CH:61]=2)=[CH:66][CH:67]=1. The yield is 0.330. (6) The reactants are CCN=C=NCCCN(C)C.[NH2:12][CH2:13][C:14]1[CH:43]=[CH:42][C:17]([CH2:18][N:19]([CH:32]2[CH2:41][C:40]3[N:39]=[CH:38][CH:37]=[CH:36][C:35]=3[CH2:34][CH2:33]2)[S:20]([C:23]2[CH:28]=[CH:27][CH:26]=[CH:25][C:24]=2[N+:29]([O-:31])=[O:30])(=[O:22])=[O:21])=[CH:16][CH:15]=1.[Cl:44][C:45]1[CH:53]=[N:52][CH:51]=[C:50]([Cl:54])[C:46]=1[C:47](O)=[O:48].ON1C2C=CC=CC=2N=N1.CN1CCOCC1. No catalyst specified. The product is [Cl:44][C:45]1[CH:53]=[N:52][CH:51]=[C:50]([Cl:54])[C:46]=1[C:47]([NH:12][CH2:13][C:14]1[CH:15]=[CH:16][C:17]([CH2:18][N:19]([S:20]([C:23]2[CH:28]=[CH:27][CH:26]=[CH:25][C:24]=2[N+:29]([O-:31])=[O:30])(=[O:21])=[O:22])[CH:32]2[CH2:41][C:40]3[N:39]=[CH:38][CH:37]=[CH:36][C:35]=3[CH2:34][CH2:33]2)=[CH:42][CH:43]=1)=[O:48]. The yield is 0.400. (7) The reactants are FC(F)(F)C(OC(=O)C(F)(F)F)=O.[F:14][C:15]([F:30])([F:29])[C:16]([N:18]1[CH2:24][CH2:23][C:22]2[CH:25]=[CH:26][CH:27]=[CH:28][C:21]=2[CH2:20][CH2:19]1)=[O:17].C1C2C=CC=CC=2CCNC1.N1C=CC=CC=1.O. The catalyst is ClCCl. The product is [F:30][C:15]([F:14])([F:29])[C:16]([N:18]1[CH2:19][CH2:20][C:21]2[CH:28]=[CH:27][CH:26]=[CH:25][C:22]=2[CH2:23][CH2:24]1)=[O:17]. The yield is 0.970.